This data is from Reaction yield outcomes from USPTO patents with 853,638 reactions. The task is: Predict the reaction yield, written as a fraction of the theoretical maximum amount of product (1.0 means a 100% yield; for example, 0.34 means a 34% yield). The reactants are [N+]([O-])(O)=O.[N+]([O-])(O)=O.[F:9][C:10]1[CH:11]=[C:12]([NH:22][C:23]([NH2:25])=[NH:24])[CH:13]=[CH:14][C:15]=1[N:16]1[CH:20]=[C:19]([CH3:21])[N:18]=[CH:17]1.CN(C)[CH:28]=[CH:29][C:30](=O)[C:31]([CH3:42])([C:33]1[CH:38]=[C:37]([F:39])[C:36]([F:40])=[C:35]([F:41])[CH:34]=1)[CH3:32]. No catalyst specified. The product is [F:9][C:10]1[CH:11]=[C:12]([NH:22][C:23]2[N:25]=[C:30]([C:31]([CH3:42])([C:33]3[CH:34]=[C:35]([F:41])[C:36]([F:40])=[C:37]([F:39])[CH:38]=3)[CH3:32])[CH:29]=[CH:28][N:24]=2)[CH:13]=[CH:14][C:15]=1[N:16]1[CH:20]=[C:19]([CH3:21])[N:18]=[CH:17]1. The yield is 0.560.